The task is: Predict the product of the given reaction.. This data is from Forward reaction prediction with 1.9M reactions from USPTO patents (1976-2016). (1) Given the reactants O[C:2]1[C:11]([N+:12]([O-:14])=[O:13])=[CH:10][C:5]([C:6]([O:8][CH3:9])=[O:7])=[CH:4][C:3]=1[O:15][CH3:16].C(Cl)(=O)C([Cl:20])=O.O, predict the reaction product. The product is: [Cl:20][C:2]1[C:11]([N+:12]([O-:14])=[O:13])=[CH:10][C:5]([C:6]([O:8][CH3:9])=[O:7])=[CH:4][C:3]=1[O:15][CH3:16]. (2) Given the reactants [C:1]([O:5][C:6]([N:8]1[CH2:13][CH2:12][CH:11]([C@:14]2([CH3:24])[O:23][C:17]3=[CH:18][N:19]=[C:20](Cl)[CH:21]=[C:16]3[CH2:15]2)[CH2:10][CH2:9]1)=[O:7])([CH3:4])([CH3:3])[CH3:2].[CH3:25][S:26]([N:29]1[CH2:34][CH:33]=[C:32](B2OC(C)(C)C(C)(C)O2)[CH2:31][CH2:30]1)(=[O:28])=[O:27], predict the reaction product. The product is: [C:1]([O:5][C:6]([N:8]1[CH2:13][CH2:12][CH:11]([C@:14]2([CH3:24])[O:23][C:17]3=[CH:18][N:19]=[C:20]([C:32]4[CH2:33][CH2:34][N:29]([S:26]([CH3:25])(=[O:28])=[O:27])[CH2:30][CH:31]=4)[CH:21]=[C:16]3[CH2:15]2)[CH2:10][CH2:9]1)=[O:7])([CH3:4])([CH3:3])[CH3:2]. (3) The product is: [NH2:5][CH2:6][CH2:7][CH2:8][N:9]1[CH2:10][CH2:11][CH:12]([C:15]2[C:23]3[C:18](=[CH:19][CH:20]=[CH:21][CH:22]=3)[NH:17][CH:16]=2)[CH2:13][CH2:14]1. Given the reactants C1(=O)[N:5]([CH2:6][CH2:7][CH2:8][N:9]2[CH2:14][CH2:13][CH:12]([C:15]3[C:23]4[C:18](=[CH:19][CH:20]=[CH:21][CH:22]=4)[NH:17][CH:16]=3)[CH2:11][CH2:10]2)C(=O)C2=CC=CC=C12.O.NN, predict the reaction product. (4) Given the reactants C[O:2][C:3]1[C:4]([CH3:29])=[C:5]([C:20]([O:27]C)=[C:21]([O:25][CH3:26])[C:22]=1[O:23][CH3:24])[CH2:6][C:7]1[CH:8]=[CH:9][C:10]([O:16][CH:17]([CH3:19])[CH3:18])=[C:11]([CH:15]=1)[C:12]([OH:14])=[O:13].O=[N+]([O-])[O-].[O-][N+](=O)[O-].[O-][N+](=O)[O-].[O-][N+](=O)[O-].[O-][N+](=O)[O-].[O-][N+](=O)[O-].[Ce+4].[NH4+].[NH4+], predict the reaction product. The product is: [CH3:24][O:23][C:22]1[C:3](=[O:2])[C:4]([CH3:29])=[C:5]([CH2:6][C:7]2[CH:8]=[CH:9][C:10]([O:16][CH:17]([CH3:18])[CH3:19])=[C:11]([CH:15]=2)[C:12]([OH:14])=[O:13])[C:20](=[O:27])[C:21]=1[O:25][CH3:26].